Dataset: Catalyst prediction with 721,799 reactions and 888 catalyst types from USPTO. Task: Predict which catalyst facilitates the given reaction. Reactant: [CH2:1]([O:3][C:4](=[O:11])[CH:5]1[CH2:10][CH2:9][NH:8][CH2:7][CH2:6]1)[CH3:2].C(N(CC)CC)C.[C:19]1([S:25](Cl)(=[O:27])=[O:26])[CH:24]=[CH:23][CH:22]=[CH:21][CH:20]=1.Cl. Product: [CH2:1]([O:3][C:4]([CH:5]1[CH2:6][CH2:7][N:8]([S:25]([C:19]2[CH:24]=[CH:23][CH:22]=[CH:21][CH:20]=2)(=[O:27])=[O:26])[CH2:9][CH2:10]1)=[O:11])[CH3:2]. The catalyst class is: 54.